This data is from Reaction yield outcomes from USPTO patents with 853,638 reactions. The task is: Predict the reaction yield, written as a fraction of the theoretical maximum amount of product (1.0 means a 100% yield; for example, 0.34 means a 34% yield). (1) The reactants are [F:1][C:2]1[CH:17]=[C:16]([CH:18]=O)[CH:15]=[CH:14][C:3]=1[O:4][C:5]1[N:6]=[CH:7][C:8]([C:11]([NH2:13])=[O:12])=[N:9][CH:10]=1.[S:20]1[CH:24]=[CH:23][CH:22]=[C:21]1[CH2:25][CH2:26][NH2:27].[BH4-].[Na+]. The catalyst is CO. The product is [F:1][C:2]1[CH:17]=[C:16]([CH2:18][NH:27][CH2:26][CH2:25][C:21]2[S:20][CH:24]=[CH:23][CH:22]=2)[CH:15]=[CH:14][C:3]=1[O:4][C:5]1[N:6]=[CH:7][C:8]([C:11]([NH2:13])=[O:12])=[N:9][CH:10]=1. The yield is 0.180. (2) The reactants are Cl.Cl.[N:3]1([CH2:9][CH:10]([C:22]2([OH:28])[CH2:27][CH2:26][CH2:25][CH2:24][CH2:23]2)[C:11]2[CH:16]=[CH:15][CH:14]=[C:13]([O:17][C:18]([F:21])([F:20])[F:19])[CH:12]=2)[CH2:8][CH2:7][NH:6][CH2:5][CH2:4]1.[CH2:29]=O.O.[OH-].[Na+]. The catalyst is C(O)=O. The product is [CH3:29][N:6]1[CH2:7][CH2:8][N:3]([CH2:9][CH:10]([C:22]2([OH:28])[CH2:27][CH2:26][CH2:25][CH2:24][CH2:23]2)[C:11]2[CH:16]=[CH:15][CH:14]=[C:13]([O:17][C:18]([F:21])([F:20])[F:19])[CH:12]=2)[CH2:4][CH2:5]1. The yield is 0.720. (3) The reactants are FC(F)(F)S(O[C:7]1[CH2:8][CH2:9][N:10]([CH3:13])[CH2:11][CH:12]=1)(=O)=O.B1(B2OC(C)(C)C(C)(C)O2)OC(C)(C)C(C)(C)O1.C([O-])([O-])=O.[K+].[K+].Br[C:41]1[S:49][C:48]2[C:43](=[N:44][CH:45]=[CH:46][C:47]=2[O:50][C:51]2[CH:56]=[CH:55][C:54]([N+:57]([O-:59])=[O:58])=[CH:53][C:52]=2[F:60])[CH:42]=1.[F-].[Cs+].C([O-])(O)=O.[Na+]. The yield is 0.390. The product is [F:60][C:52]1[CH:53]=[C:54]([N+:57]([O-:59])=[O:58])[CH:55]=[CH:56][C:51]=1[O:50][C:47]1[CH:46]=[CH:45][N:44]=[C:43]2[CH:42]=[C:41]([C:7]3[CH2:8][CH2:9][N:10]([CH3:13])[CH2:11][CH:12]=3)[S:49][C:48]=12. The catalyst is COCCOC.O.C1C=CC([P]([Pd]([P](C2C=CC=CC=2)(C2C=CC=CC=2)C2C=CC=CC=2)([P](C2C=CC=CC=2)(C2C=CC=CC=2)C2C=CC=CC=2)[P](C2C=CC=CC=2)(C2C=CC=CC=2)C2C=CC=CC=2)(C2C=CC=CC=2)C2C=CC=CC=2)=CC=1. (4) The yield is 0.720. The reactants are Br[CH2:2][C:3]([C:5]1[CH:6]=[C:7]2[C:11](=[CH:12][CH:13]=1)[NH:10][C:9](=[O:14])[CH2:8]2)=[O:4].[SH:15][CH2:16][CH2:17][C:18]([O:20][CH3:21])=[O:19].C(N(C(C)C)CC)(C)C. The product is [O:4]=[C:3]([C:5]1[CH:6]=[C:7]2[C:11](=[CH:12][CH:13]=1)[NH:10][C:9](=[O:14])[CH2:8]2)[CH2:2][S:15][CH2:16][CH2:17][C:18]([O:20][CH3:21])=[O:19]. The catalyst is CN(C)C=O. (5) The reactants are [CH3:1][O:2][C:3]1[CH:8]=[CH:7][CH:6]=[CH:5][C:4]=1[CH:9]1[C:17]2[C:12](=[CH:13][CH:14]=[CH:15][CH:16]=2)[CH:11]([C:18]2[CH:23]=[CH:22][C:21]3[O:24][CH2:25][O:26][C:20]=3[CH:19]=2)[CH:10]1[C:27]([O-:29])=[O:28].COC1C=CC=CC=1C1C2C(=CC=CC=2)C(C2C=CC3OCOC=3C=2)=C1C(OCC)=O. The catalyst is CCO.[Pd]. The product is [CH3:1][O:2][C:3]1[CH:8]=[CH:7][CH:6]=[CH:5][C:4]=1[CH:9]1[C:17]2[C:12](=[CH:13][CH:14]=[CH:15][CH:16]=2)[CH:11]([C:18]2[CH:23]=[CH:22][C:21]3[O:24][CH2:25][O:26][C:20]=3[CH:19]=2)[CH:10]1[C:27]([OH:29])=[O:28]. The yield is 1.00. (6) The reactants are ClC(Cl)([O:4][C:5](=[O:11])[O:6][C:7](Cl)(Cl)Cl)Cl.[Cl:13][C:14]1[C:15]([O:24][C:25]2[CH:30]=[C:29]([O:31][CH2:32][CH2:33][O:34][CH3:35])[CH:28]=[CH:27][C:26]=2[CH2:36][CH2:37]CO)=[N:16][CH:17]=[C:18]([C:20]([F:23])([F:22])[F:21])[CH:19]=1.[CH2:40]([S:44]([NH2:47])(=[O:46])=[O:45])[CH2:41][CH2:42][CH3:43].C(N(CC)C(C)C)(C)C.Cl. The catalyst is C1(C)C=CC=CC=1.CN(C)C1C=CN=CC=1.C(OCC)(=O)C.O1CCCC1.N1C=CC=CC=1. The product is [OH2:4].[CH2:40]([S:44]([NH:47][C:5](=[O:11])[O:6][CH2:7][CH2:37][CH2:36][C:26]1[CH:27]=[CH:28][C:29]([O:31][CH2:32][CH2:33][O:34][CH3:35])=[CH:30][C:25]=1[O:24][C:15]1[C:14]([Cl:13])=[CH:19][C:18]([C:20]([F:22])([F:21])[F:23])=[CH:17][N:16]=1)(=[O:46])=[O:45])[CH2:41][CH2:42][CH3:43]. The yield is 0.100. (7) The reactants are OC1N=C2C=C(/C=C/C3SC=C(C(C)C)N=3)C=CN2C(=O)C=1.OC1CCCN(C2N=C3C=C(/C=C/C4SC=C(C(C)C)N=4)C=CN3C(=O)C=2)C1.[CH:51]([O:53][CH:54]1[CH2:59][CH2:58][CH2:57][N:56]([C:60]2[N:61]=[C:62]3[CH:79]=[C:78](/[CH:80]=[CH:81]/[C:82]4[S:83][CH:84]=[C:85]([CH:87]([CH3:89])[CH3:88])[N:86]=4)[CH:77]=[CH:76][N:63]3[C:64](=[O:75])[C:65]=2/[CH:66]=[CH:67]/[C:68]([O:70][C:71]([CH3:74])([CH3:73])[CH3:72])=[O:69])[CH2:55]1)=[O:52]. No catalyst specified. The product is [CH:51]([O:53][C@@H:54]1[CH2:59][CH2:58][CH2:57][N:56]([C:60]2[N:61]=[C:62]3[CH:79]=[C:78](/[CH:80]=[CH:81]/[C:82]4[S:83][CH:84]=[C:85]([CH:87]([CH3:89])[CH3:88])[N:86]=4)[CH:77]=[CH:76][N:63]3[C:64](=[O:75])[C:65]=2/[CH:66]=[CH:67]/[C:68]([O:70][C:71]([CH3:74])([CH3:73])[CH3:72])=[O:69])[CH2:55]1)=[O:52]. The yield is 0.560.